Dataset: Full USPTO retrosynthesis dataset with 1.9M reactions from patents (1976-2016). Task: Predict the reactants needed to synthesize the given product. Given the product [NH2:16][C:7]1[CH:8]=[C:9]([S:12]([NH2:15])(=[O:13])=[O:14])[CH:10]=[CH:11][C:6]=1[O:5][CH2:3][CH3:4], predict the reactants needed to synthesize it. The reactants are: [BH4-].[Na+].[CH2:3]([O:5][C:6]1[CH:11]=[CH:10][C:9]([S:12]([NH2:15])(=[O:14])=[O:13])=[CH:8][C:7]=1[N+:16]([O-])=O)[CH3:4].